Dataset: Human liver microsome stability data. Task: Regression/Classification. Given a drug SMILES string, predict its absorption, distribution, metabolism, or excretion properties. Task type varies by dataset: regression for continuous measurements (e.g., permeability, clearance, half-life) or binary classification for categorical outcomes (e.g., BBB penetration, CYP inhibition). Dataset: hlm. The compound is COc1cccc(C(=O)N[C@H](c2cn(C3(C#N)CC3)nn2)C2CCCCC2)c1. The result is 1 (stable in human liver microsomes).